This data is from Forward reaction prediction with 1.9M reactions from USPTO patents (1976-2016). The task is: Predict the product of the given reaction. (1) Given the reactants [CH2:1]([O:5][C:6]1[CH:11]=[CH:10][C:9]([C:12](=O)[CH2:13][C:14]([C:16]2[CH:25]=[CH:24][C:19]([C:20]([O:22][CH3:23])=[O:21])=[CH:18][CH:17]=2)=O)=[CH:8][CH:7]=1)[CH2:2][CH2:3][CH3:4].O.[NH2:28][NH2:29].C(O)(=O)C, predict the reaction product. The product is: [CH2:1]([O:5][C:6]1[CH:11]=[CH:10][C:9]([C:12]2[CH:13]=[C:14]([C:16]3[CH:25]=[CH:24][C:19]([C:20]([O:22][CH3:23])=[O:21])=[CH:18][CH:17]=3)[NH:29][N:28]=2)=[CH:8][CH:7]=1)[CH2:2][CH2:3][CH3:4]. (2) Given the reactants [C:1]([CH:8]([NH2:14])[CH2:9][O:10][CH2:11][CH2:12][OH:13])([O:3][C:4]([CH3:7])([CH3:6])[CH3:5])=[O:2].C1C=C([O:21][C:22](OC2N=CC=CC=2)=[S:23])N=CC=1.[N:31]1[CH:36]=[CH:35][CH:34]=[CH:33][CH:32]=1, predict the reaction product. The product is: [N:31]1[CH:36]=[CH:35][CH:34]=[CH:33][C:32]=1[SH:23]=[C:22]([O:13][CH2:12][CH2:11][O:10][CH2:9][CH:8]([NH2:14])[C:1]([O:3][C:4]([CH3:6])([CH3:7])[CH3:5])=[O:2])[OH:21]. (3) Given the reactants Cl[C:2]1[CH:17]=[C:16]([NH:18][C@H:19]2[CH2:24][CH2:23][CH2:22][CH:21]([F:25])[CH2:20]2)[C:5]([C:6]([NH:8][CH2:9][CH:10]([F:15])[C:11]([OH:14])([CH3:13])[CH3:12])=[O:7])=[CH:4][N:3]=1.[S:26]1[C:30]2[CH:31]=[C:32]([NH2:35])[CH:33]=[CH:34][C:29]=2[N:28]=[CH:27]1.C(O)(C(F)(F)F)=O, predict the reaction product. The product is: [S:26]1[C:30]2[CH:31]=[C:32]([NH:35][C:2]3[CH:17]=[C:16]([NH:18][CH:19]4[CH2:24][CH2:23][CH2:22][CH:21]([F:25])[CH2:20]4)[C:5]([C:6]([NH:8][CH2:9][CH:10]([F:15])[C:11]([OH:14])([CH3:13])[CH3:12])=[O:7])=[CH:4][N:3]=3)[CH:33]=[CH:34][C:29]=2[N:28]=[CH:27]1. (4) Given the reactants [Cl:1][C:2]1[C:3]([CH2:13][CH3:14])=[N:4][N:5]2[CH:10]=[CH:9][CH:8]=[C:7]([O:11]C)[C:6]=12.[Br-].[Br-].[Br-].B, predict the reaction product. The product is: [Cl:1][C:2]1[C:3]([CH2:13][CH3:14])=[N:4][N:5]2[CH:10]=[CH:9][CH:8]=[C:7]([OH:11])[C:6]=12. (5) Given the reactants [Br:1][CH2:2][C:3]([C:5]1[CH:10]=[CH:9][C:8]([CH3:11])=[CH:7][CH:6]=1)=[O:4].[S:12]1[CH2:16][CH2:15][CH2:14][CH2:13]1, predict the reaction product. The product is: [Br-:1].[O:4]=[C:3]([C:5]1[CH:10]=[CH:9][C:8]([CH3:11])=[CH:7][CH:6]=1)[CH2:2][S+:12]1[CH2:16][CH2:15][CH2:14][CH2:13]1. (6) The product is: [C:1]([CH2:4][NH:5][CH:6]1[CH2:10][CH2:9][N:8]([C:11]2[CH:12]=[CH:13][C:14]([NH:17][C:18](=[O:27])[CH2:19][C:20]3[CH:21]=[CH:22][C:23]([O:26][CH2:28][CH:29]([CH3:31])[CH3:30])=[CH:24][CH:25]=3)=[CH:15][CH:16]=2)[CH2:7]1)(=[O:3])[CH3:2]. Given the reactants [C:1]([CH2:4][NH:5][CH:6]1[CH2:10][CH2:9][N:8]([C:11]2[CH:16]=[CH:15][C:14]([NH:17][C:18](=[O:27])[CH2:19][C:20]3[CH:25]=[CH:24][C:23]([OH:26])=[CH:22][CH:21]=3)=[CH:13][CH:12]=2)[CH2:7]1)(=[O:3])[CH3:2].[CH2:28](Br)[CH:29]([CH3:31])[CH3:30], predict the reaction product.